From a dataset of Reaction yield outcomes from USPTO patents with 853,638 reactions. Predict the reaction yield, written as a fraction of the theoretical maximum amount of product (1.0 means a 100% yield; for example, 0.34 means a 34% yield). (1) The reactants are CC(O[C:6]([NH:8][C@@H:9]([CH2:19][C:20]1[CH:25]=[CH:24][C:23]([C:26]2[N:27]=[C:28]3[C:33]([CH3:34])=[CH:32][CH:31]=[CH:30][N:29]3[CH:35]=2)=[CH:22][CH:21]=1)[CH2:10][CH2:11][C:12]([O:14]C(C)(C)C)=[O:13])=[O:7])(C)C.FC(F)(F)C(O)=O.C([SiH](CC)CC)C.C(NC(C)C)(C)C.[Cl:57][C:58]1[CH:59]=[C:60]([CH:75]=[CH:76][C:77]=1[O:78][CH:79]([CH3:81])[CH3:80])C(OC1C(F)=C(F)C(F)=C(F)C=1F)=O. The catalyst is C(Cl)Cl. The product is [Cl:57][C:58]1[CH:59]=[C:60]([C:6]([NH:8][C@@H:9]([CH2:19][C:20]2[CH:21]=[CH:22][C:23]([C:26]3[N:27]=[C:28]4[C:33]([CH3:34])=[CH:32][CH:31]=[CH:30][N:29]4[CH:35]=3)=[CH:24][CH:25]=2)[CH2:10][CH2:11][C:12]([OH:14])=[O:13])=[O:7])[CH:75]=[CH:76][C:77]=1[O:78][CH:79]([CH3:81])[CH3:80]. The yield is 0.610. (2) The reactants are [CH2:1]([O:8][C:9]([NH:11][C:12]1[C:13]([C:25](O)=[O:26])=[N:14][C:15]2[C:20]([CH:21]=1)=[CH:19][CH:18]=[C:17]([CH2:22][C:23]#[N:24])[CH:16]=2)=[O:10])[C:2]1[CH:7]=[CH:6][CH:5]=[CH:4][CH:3]=1.[NH2:28][C:29]1[CH:30]=[N:31][CH:32]=[CH:33][C:34]=1[N:35]1[CH2:40][CH2:39][CH2:38][C@H:37]([NH:41][C:42](=[O:51])[O:43][CH2:44][C:45]2[CH:50]=[CH:49][CH:48]=[CH:47][CH:46]=2)[CH2:36]1.CN(C(ON1N=NC2C=CC=NC1=2)=[N+](C)C)C.F[P-](F)(F)(F)(F)F.CCN(C(C)C)C(C)C. The catalyst is CN(C=O)C. The product is [CH2:1]([O:8][C:9]([NH:11][C:12]1[C:13]([C:25]([NH:28][C:29]2[CH:30]=[N:31][CH:32]=[CH:33][C:34]=2[N:35]2[CH2:40][CH2:39][CH2:38][C@H:37]([NH:41][C:42](=[O:51])[O:43][CH2:44][C:45]3[CH:46]=[CH:47][CH:48]=[CH:49][CH:50]=3)[CH2:36]2)=[O:26])=[N:14][C:15]2[C:20]([CH:21]=1)=[CH:19][CH:18]=[C:17]([CH2:22][C:23]#[N:24])[CH:16]=2)=[O:10])[C:2]1[CH:7]=[CH:6][CH:5]=[CH:4][CH:3]=1. The yield is 0.770.